Dataset: Forward reaction prediction with 1.9M reactions from USPTO patents (1976-2016). Task: Predict the product of the given reaction. (1) The product is: [CH:10]([O:13][CH2:14][CH2:15][O:1][CH2:2][C:3]1[CH:8]=[CH:7][C:6]([OH:9])=[CH:5][CH:4]=1)([CH3:12])[CH3:11]. Given the reactants [OH:1][CH2:2][C:3]1[CH:8]=[CH:7][C:6]([OH:9])=[CH:5][CH:4]=1.[CH:10]([O:13][CH2:14][CH2:15]O)([CH3:12])[CH3:11], predict the reaction product. (2) Given the reactants [CH2:1]([CH:4]1[CH2:9][CH:8]([C:10]2[CH:15]=[CH:14][CH:13]=[C:12]([Cl:16])[CH:11]=2)[CH:7]([C:17]2[CH:22]=[CH:21][C:20]([Cl:23])=[CH:19][CH:18]=2)[N:6]([CH:24]([CH2:36][CH3:37])[CH2:25][NH:26]CC2C=CC(OC)=CC=2)[C:5]1=[O:38])[CH:2]=[CH2:3], predict the reaction product. The product is: [CH2:1]([CH:4]1[CH2:9][CH:8]([C:10]2[CH:15]=[CH:14][CH:13]=[C:12]([Cl:16])[CH:11]=2)[CH:7]([C:17]2[CH:18]=[CH:19][C:20]([Cl:23])=[CH:21][CH:22]=2)[N:6]([CH:24]([CH2:36][CH3:37])[CH2:25][NH2:26])[C:5]1=[O:38])[CH:2]=[CH2:3]. (3) Given the reactants [NH2:1][C@@H:2]([CH2:21][S:22]([CH2:25][CH:26]1[CH2:28][CH2:27]1)(=[O:24])=[O:23])[C:3]([NH:5][C@H:6]([CH:10]([C:12]1[O:13][C:14]2[CH:20]=[CH:19][CH:18]=[CH:17][C:15]=2[N:16]=1)[OH:11])[CH2:7][CH2:8][CH3:9])=[O:4].[O:29]1[CH2:34][CH2:33][C:32](=O)[CH2:31][CH2:30]1, predict the reaction product. The product is: [O:13]1[C:14]2[CH:20]=[CH:19][CH:18]=[CH:17][C:15]=2[N:16]=[C:12]1[CH:10]([OH:11])[C@@H:6]([NH:5][C:3](=[O:4])[C@@H:2]([NH:1][CH:32]1[CH2:33][CH2:34][O:29][CH2:30][CH2:31]1)[CH2:21][S:22]([CH2:25][CH:26]1[CH2:27][CH2:28]1)(=[O:23])=[O:24])[CH2:7][CH2:8][CH3:9]. (4) Given the reactants Br[C:2]1[CH:3]=[C:4]([Cl:11])[C:5]([O:9][CH3:10])=[C:6]([Cl:8])[CH:7]=1.[B:12]1([B:12]2[O:16][C:15]([CH3:18])([CH3:17])[C:14]([CH3:20])([CH3:19])[O:13]2)[O:16][C:15]([CH3:18])([CH3:17])[C:14]([CH3:20])([CH3:19])[O:13]1.CC([O-])=O.[K+], predict the reaction product. The product is: [Cl:8][C:6]1[CH:7]=[C:2]([B:12]2[O:16][C:15]([CH3:18])([CH3:17])[C:14]([CH3:20])([CH3:19])[O:13]2)[CH:3]=[C:4]([Cl:11])[C:5]=1[O:9][CH3:10]. (5) Given the reactants [Cl:1][C:2]1[CH:7]=[CH:6][C:5]([CH:8]([C:20]2[CH:25]=[CH:24][C:23]([Cl:26])=[CH:22][CH:21]=2)[C:9]2[CH:10]=[C:11]3[C:16](=[CH:17][CH:18]=2)[N:15]=[CH:14][N:13]=[C:12]3Cl)=[CH:4][CH:3]=1.Cl.Cl.[NH2:29][CH:30]1[CH2:35][CH2:34][N:33]([C:36]2[CH:41]=[CH:40][C:39]([CH2:42][C:43]([O:45][CH3:46])=[O:44])=[CH:38][CH:37]=2)[CH2:32][CH2:31]1.CC(O)C, predict the reaction product. The product is: [Cl:1][C:2]1[CH:7]=[CH:6][C:5]([CH:8]([C:20]2[CH:25]=[CH:24][C:23]([Cl:26])=[CH:22][CH:21]=2)[C:9]2[CH:10]=[C:11]3[C:16](=[CH:17][CH:18]=2)[N:15]=[CH:14][N:13]=[C:12]3[NH:29][CH:30]2[CH2:35][CH2:34][N:33]([C:36]3[CH:41]=[CH:40][C:39]([CH2:42][C:43]([O:45][CH3:46])=[O:44])=[CH:38][CH:37]=3)[CH2:32][CH2:31]2)=[CH:4][CH:3]=1. (6) Given the reactants [NH2:1][C:2]1[C:11]([O:12]C)=[C:10]2[C:5]([C:6](=[O:21])[C:7]([I:20])=[C:8]([C:14]3[CH:19]=[CH:18][CH:17]=[CH:16][CH:15]=3)[O:9]2)=[CH:4][CH:3]=1.B(Br)(Br)Br, predict the reaction product. The product is: [NH2:1][C:2]1[C:11]([OH:12])=[C:10]2[C:5]([C:6](=[O:21])[C:7]([I:20])=[C:8]([C:14]3[CH:19]=[CH:18][CH:17]=[CH:16][CH:15]=3)[O:9]2)=[CH:4][CH:3]=1. (7) Given the reactants [OH-].[Li+].[OH-].[Na+].C1(N=[C:12]=[N:13][CH:14]2[CH2:19][CH2:18][CH2:17][CH2:16][CH2:15]2)CCCCC1.Cl.[CH3:21]N(C)CCCN=C=NCC.F[P-](F)(F)(F)(F)F.CN(C(N(C)C)=[N+]1C2C(=NC=CC=2)[N+]([O-])=N1)C.ON1C2C=CC=CC=2N=N1.F[B-](F)(F)F.N1(OC(N(C)C)=[N+](C)C)C2C=CC=CC=2N=N1.C(N(C(C)C)CC)(C)C, predict the reaction product. The product is: [NH:13]1[C:14]2[C:15](=[CH:16][CH:17]=[CH:18][CH:19]=2)[CH:21]=[CH:12]1.